This data is from Reaction yield outcomes from USPTO patents with 853,638 reactions. The task is: Predict the reaction yield, written as a fraction of the theoretical maximum amount of product (1.0 means a 100% yield; for example, 0.34 means a 34% yield). (1) The reactants are [Cl:1][C:2]1[CH:7]=[C:6]([Cl:8])[CH:5]=[CH:4][C:3]=1[C:9]1[N:10]=[C:11]([C:23]2[CH:28]=[CH:27][N:26]=[C:25]([NH:29][C:30](=[O:32])[CH3:31])[CH:24]=2)[S:12][C:13]=1[C:14]1[NH:15][CH:16]=[C:17]([C:19](F)(F)F)[N:18]=1.O.[OH-].[NH4+:35]. No catalyst specified. The product is [C:19]([C:17]1[N:18]=[C:14]([C:13]2[S:12][C:11]([C:23]3[CH:28]=[CH:27][N:26]=[C:25]([NH:29][C:30](=[O:32])[CH3:31])[CH:24]=3)=[N:10][C:9]=2[C:3]2[CH:4]=[CH:5][C:6]([Cl:8])=[CH:7][C:2]=2[Cl:1])[NH:15][CH:16]=1)#[N:35]. The yield is 0.200. (2) The reactants are [OH:1][C:2]1([CH2:8][N:9]2[CH2:14][CH2:13][CH:12]([CH2:15][NH:16][C:17]([N:19]3[C:23]4[CH:24]=[CH:25][CH:26]=[CH:27][C:22]=4[N:21]([CH:28]([CH3:30])[CH3:29])[C:20]3=[O:31])=[O:18])[CH2:11][CH2:10]2)[CH2:7][CH2:6][O:5][CH2:4][CH2:3]1.O.O.[CH2:34]([S:40]([OH:43])(=[O:42])=[O:41])[CH2:35][S:36]([OH:39])(=[O:38])=[O:37]. The catalyst is C(OCC)(=O)C.CO. The product is [S:36]([CH2:35][CH2:34][S:40]([OH:43])(=[O:42])=[O:41])([OH:39])(=[O:38])=[O:37].[OH:1][C:2]1([CH2:8][N:9]2[CH2:10][CH2:11][CH:12]([CH2:15][NH:16][C:17]([N:19]3[C:23]4[CH:24]=[CH:25][CH:26]=[CH:27][C:22]=4[N:21]([CH:28]([CH3:29])[CH3:30])[C:20]3=[O:31])=[O:18])[CH2:13][CH2:14]2)[CH2:7][CH2:6][O:5][CH2:4][CH2:3]1.[OH:1][C:2]1([CH2:8][N:9]2[CH2:10][CH2:11][CH:12]([CH2:15][NH:16][C:17]([N:19]3[C:23]4[CH:24]=[CH:25][CH:26]=[CH:27][C:22]=4[N:21]([CH:28]([CH3:29])[CH3:30])[C:20]3=[O:31])=[O:18])[CH2:13][CH2:14]2)[CH2:7][CH2:6][O:5][CH2:4][CH2:3]1. The yield is 0.610. (3) The reactants are [Cl:1][C:2]1([C:22]([O:24]CC)=[O:23])[CH:7]=[CH:6][C:5]([N:8]([C:12]2[CH:17]=[CH:16][CH:15]=[CH:14][C:13]=2[C:18]([F:21])([F:20])[F:19])[C:9](=[O:11])[NH2:10])=[CH:4][CH2:3]1.[OH-].[K+]. The catalyst is CO. The product is [Cl:1][C:2]1([C:22]([OH:24])=[O:23])[CH:3]=[CH:4][C:5]([N:8]([C:12]2[CH:17]=[CH:16][CH:15]=[CH:14][C:13]=2[C:18]([F:21])([F:19])[F:20])[C:9](=[O:11])[NH2:10])=[CH:6][CH2:7]1. The yield is 0.920. (4) The reactants are [Br:1][C:2]1[CH:7]=[CH:6][C:5]([C:8]2[O:9][C:10]([CH:16]([OH:18])[CH3:17])=[C:11]([CH:13]([CH3:15])[CH3:14])[N:12]=2)=[CH:4][CH:3]=1.C(P(CCCC)CCCC)CCC.N(C(N1CCCCC1)=O)=NC(N1CCCCC1)=O.[CH3:50][O:51][C:52](=[O:63])[CH2:53][CH2:54][C:55]1[CH:60]=[CH:59][C:58](O)=[CH:57][C:56]=1[CH3:62]. The catalyst is C1(C)C=CC=CC=1. The product is [CH3:50][O:51][C:52](=[O:63])[CH2:53][CH2:54][C:55]1[CH:60]=[CH:59][C:58]([O:18][CH:16]([C:10]2[O:9][C:8]([C:5]3[CH:4]=[CH:3][C:2]([Br:1])=[CH:7][CH:6]=3)=[N:12][C:11]=2[CH:13]([CH3:15])[CH3:14])[CH3:17])=[CH:57][C:56]=1[CH3:62]. The yield is 0.800. (5) The reactants are Cl[C:2]1[N:3]=[C:4]([N:16]2[CH2:21][CH2:20][O:19][CH2:18][CH2:17]2)[C:5]2[CH:10]=[CH:9][N:8]([CH2:11][CH2:12][N:13]([CH3:15])[CH3:14])[C:6]=2[N:7]=1.[OH:22][CH2:23][C:24]1[CH:25]=[C:26](B(O)O)[CH:27]=[CH:28][CH:29]=1. No catalyst specified. The product is [CH3:14][N:13]([CH3:15])[CH2:12][CH2:11][N:8]1[C:6]2[N:7]=[C:2]([C:28]3[CH:29]=[C:24]([CH2:23][OH:22])[CH:25]=[CH:26][CH:27]=3)[N:3]=[C:4]([N:16]3[CH2:21][CH2:20][O:19][CH2:18][CH2:17]3)[C:5]=2[CH:10]=[CH:9]1. The yield is 0.880. (6) The reactants are [C:1]([C:3]1[C:11]2[C:6](=[CH:7][C:8]([C:12](Cl)=[O:13])=[CH:9][CH:10]=2)[N:5]([CH2:15][CH3:16])[CH:4]=1)#[N:2].[NH2:17][C:18]1[CH:23]=[CH:22][CH:21]=[CH:20][CH:19]=1.CCOC(C)=O.C(Cl)Cl. The catalyst is C1COCC1.O. The product is [C:18]1([NH:17][C:12]([C:8]2[CH:7]=[C:6]3[C:11]([C:3]([C:1]#[N:2])=[CH:4][N:5]3[CH2:15][CH3:16])=[CH:10][CH:9]=2)=[O:13])[CH:23]=[CH:22][CH:21]=[CH:20][CH:19]=1. The yield is 0.510. (7) The reactants are FC1C(NC2C=C(C)NN=2)=NC([NH:8][C@H:9]([C:11]2[N:16]=[CH:15][C:14]([F:17])=[CH:13][N:12]=2)[CH3:10])=NC=1.C(N(CC)CC)C.CS(Cl)(=O)=O.[N-:37]=[N+:38]=[N-].[Na+]. The catalyst is C(Cl)Cl. The product is [N:8]([CH:9]([C:11]1[N:12]=[CH:13][C:14]([F:17])=[CH:15][N:16]=1)[CH3:10])=[N+:37]=[N-:38]. The yield is 0.650. (8) The reactants are CCCC[N+](CCCC)(CCCC)CCCC.[F-].[CH:19]1([C@H:25]([CH3:48])[C:26]([N:28]([CH3:47])[CH2:29][C:30](=[O:46])[C:31]2[N:32](S(C3C=CC(C)=CC=3)(=O)=O)[CH:33]=[CH:34][CH:35]=2)=[O:27])[CH2:24][CH2:23][CH2:22][CH2:21][CH2:20]1.O. The catalyst is C1COCC1. The product is [CH:19]1([C@H:25]([CH3:48])[C:26]([N:28]([CH3:47])[CH2:29][C:30](=[O:46])[C:31]2[NH:32][CH:33]=[CH:34][CH:35]=2)=[O:27])[CH2:24][CH2:23][CH2:22][CH2:21][CH2:20]1. The yield is 0.570. (9) The reactants are [Cl:1][C:2]1[N:7]=[C:6](Cl)[C:5]([F:9])=[CH:4][N:3]=1.N#N.[CH2:12]1[CH2:22][O:21][C:20]2[CH:19]=[CH:18][C:16]([NH2:17])=[CH:15][C:14]=2[O:13]1.Cl. The catalyst is O.CO. The product is [Cl:1][C:2]1[N:7]=[C:6]([NH:17][C:16]2[CH:18]=[CH:19][C:20]3[O:21][CH2:22][CH2:12][O:13][C:14]=3[CH:15]=2)[C:5]([F:9])=[CH:4][N:3]=1. The yield is 0.780.